This data is from Reaction yield outcomes from USPTO patents with 853,638 reactions. The task is: Predict the reaction yield, written as a fraction of the theoretical maximum amount of product (1.0 means a 100% yield; for example, 0.34 means a 34% yield). (1) The product is [S:27]1[CH:28]=[CH:29][C:25]([C:20]2([C:23]#[N:24])[CH2:21][CH2:22][C:17]3([O:15][CH2:12][CH2:13][O:14]3)[CH2:18][CH2:19]2)=[CH:26]1. The reactants are C1(C)C=CC(S(O)(=O)=O)=CC=1.[CH2:12]([OH:15])[CH2:13][OH:14].O=[C:17]1[CH2:22][CH2:21][C:20]([C:25]2[CH:29]=[CH:28][S:27][CH:26]=2)([C:23]#[N:24])[CH2:19][CH2:18]1. The yield is 0.950. The catalyst is C1(C)C=CC=CC=1. (2) The reactants are [NH2:1][C:2]1[N:7]=[C:6]([N:8]2[CH2:13][CH2:12][N:11](C(OC(C)(C)C)=O)[CH2:10][CH2:9]2)[C:5]([NH2:21])=[C:4]([SH:22])[N:3]=1.[Br:23][C:24]1[CH:29]=[CH:28][C:27]([CH2:30][CH2:31][C:32](O)=O)=[CH:26][CH:25]=1. No catalyst specified. The product is [Br:23][C:24]1[CH:29]=[CH:28][C:27]([CH2:30][CH2:31][C:32]2[S:22][C:4]3[N:3]=[C:2]([NH2:1])[N:7]=[C:6]([N:8]4[CH2:9][CH2:10][NH:11][CH2:12][CH2:13]4)[C:5]=3[N:21]=2)=[CH:26][CH:25]=1. The yield is 0.700. (3) The reactants are N[C:2]1[C:7]([N+:8]([O-:10])=[O:9])=[CH:6][C:5]([Br:11])=[CH:4][N:3]=1.C(ON=O)(C)(C)C.[C:19](#[N:21])C. No catalyst specified. The product is [Br:11][C:5]1[CH:6]=[C:7]([N+:8]([O-:10])=[O:9])[C:2]([C:19]#[N:21])=[N:3][CH:4]=1. The yield is 0.410. (4) The reactants are [H-].[Na+].[Br:3][C:4]1[CH:5]=[C:6]([CH2:10][OH:11])[CH:7]=[N:8][CH:9]=1.Cl[CH2:13][C:14]1[CH:19]=[CH:18][C:17]([O:20][CH3:21])=[CH:16][CH:15]=1. The catalyst is CN(C=O)C. The product is [Br:3][C:4]1[CH:9]=[N:8][CH:7]=[C:6]([CH2:10][O:11][CH2:13][C:14]2[CH:19]=[CH:18][C:17]([O:20][CH3:21])=[CH:16][CH:15]=2)[CH:5]=1. The yield is 0.640. (5) The reactants are [Cl:1][C:2]1[CH:11]=[C:10]2[C:5]([C:6]([CH:12]3[CH2:17][CH2:16][NH:15][CH2:14][CH2:13]3)=[N:7][CH:8]=[N:9]2)=[CH:4][CH:3]=1.CCN(C(C)C)C(C)C.[N+](C1C=CC([O:36][C:37](=O)[NH:38][C:39]2[CH:44]=[CH:43][C:42]([O:45][CH:46]([CH3:48])[CH3:47])=[CH:41][CH:40]=2)=CC=1)([O-])=O. The catalyst is CO. The product is [CH:46]([O:45][C:42]1[CH:43]=[CH:44][C:39]([NH:38][C:37]([N:15]2[CH2:16][CH2:17][CH:12]([C:6]3[C:5]4[C:10](=[CH:11][C:2]([Cl:1])=[CH:3][CH:4]=4)[N:9]=[CH:8][N:7]=3)[CH2:13][CH2:14]2)=[O:36])=[CH:40][CH:41]=1)([CH3:48])[CH3:47]. The yield is 0.120. (6) The catalyst is CO. The product is [CH:21]([C:15]1[CH:14]=[C:13]([CH:18]=[CH:17][C:16]=1[O:19][CH3:20])[O:12][C:11]1[C:2]([CH3:1])=[CH:3][C:4]([C:5]([OH:7])=[O:6])=[CH:9][C:10]=1[CH3:24])([CH3:23])[CH3:22]. The reactants are [CH3:1][C:2]1[CH:3]=[C:4]([CH:9]=[C:10]([CH3:24])[C:11]=1[O:12][C:13]1[CH:18]=[CH:17][C:16]([O:19][CH3:20])=[C:15]([CH:21]([CH3:23])[CH3:22])[CH:14]=1)[C:5]([O:7]C)=[O:6].[OH-].[Na+].Cl. The yield is 0.780. (7) The reactants are [Cl:1][C:2]1[CH:17]=[CH:16][CH:15]=[C:14]([N+:18]([O-])=O)[C:3]=1[C:4]([NH:6][C:7]1[CH:12]=[CH:11][CH:10]=[CH:9][C:8]=1[CH3:13])=[O:5].C([O-])=O.[NH4+]. The catalyst is C(O)C.O.C(OCC)(=O)C.[Fe]. The product is [NH2:18][C:14]1[CH:15]=[CH:16][CH:17]=[C:2]([Cl:1])[C:3]=1[C:4]([NH:6][C:7]1[CH:12]=[CH:11][CH:10]=[CH:9][C:8]=1[CH3:13])=[O:5]. The yield is 0.758. (8) The reactants are [CH2:1]([C:3]1[CH:8]=[CH:7][C:6]([C@H:9]2[CH2:14][C@@H:13]([C:15]([F:18])([F:17])[F:16])[N:12]3[N:19]=[CH:20][C:21]([C:22]([OH:24])=[O:23])=[C:11]3[NH:10]2)=[CH:5][CH:4]=1)C.C1(C)C=CC([C@H]2C[C@@H](C(F)(F)F)N3N=CC(C(OCC)=O)=C3N2)=CC=1.[OH-].[K+]. No catalyst specified. The product is [C:3]1([CH3:1])[CH:4]=[CH:5][C:6]([C@H:9]2[CH2:14][C@@H:13]([C:15]([F:16])([F:17])[F:18])[N:12]3[N:19]=[CH:20][C:21]([C:22]([OH:24])=[O:23])=[C:11]3[NH:10]2)=[CH:7][CH:8]=1. The yield is 0.940. (9) The reactants are CS(O[CH:6]([C:22]1[CH:27]=[CH:26][C:25]([Br:28])=[CH:24][CH:23]=1)[CH2:7][CH2:8][CH:9](OS(C)(=O)=O)[C:10]1[CH:15]=[CH:14][C:13]([Br:16])=[CH:12][CH:11]=1)(=O)=O.F[C:30]1[CH:36]=[CH:35][C:33]([NH2:34])=[CH:32][CH:31]=1. No catalyst specified. The product is [Br:16][C:13]1[CH:14]=[CH:15][C:10]([CH:9]2[CH2:8][CH2:7][CH:6]([C:22]3[CH:27]=[CH:26][C:25]([Br:28])=[CH:24][CH:23]=3)[N:34]2[C:33]2[CH:35]=[CH:36][C:30]([C:10]([CH3:15])([CH3:11])[CH3:9])=[CH:31][CH:32]=2)=[CH:11][CH:12]=1. The yield is 0.810.